This data is from NCI-60 drug combinations with 297,098 pairs across 59 cell lines. The task is: Regression. Given two drug SMILES strings and cell line genomic features, predict the synergy score measuring deviation from expected non-interaction effect. (1) Drug 1: C1CC(=O)NC(=O)C1N2CC3=C(C2=O)C=CC=C3N. Drug 2: CCC1=CC2CC(C3=C(CN(C2)C1)C4=CC=CC=C4N3)(C5=C(C=C6C(=C5)C78CCN9C7C(C=CC9)(C(C(C8N6C)(C(=O)OC)O)OC(=O)C)CC)OC)C(=O)OC.C(C(C(=O)O)O)(C(=O)O)O. Cell line: OVCAR-8. Synergy scores: CSS=11.0, Synergy_ZIP=0.416, Synergy_Bliss=0.0421, Synergy_Loewe=-14.2, Synergy_HSA=1.23. (2) Drug 1: CC1=C2C(C(=O)C3(C(CC4C(C3C(C(C2(C)C)(CC1OC(=O)C(C(C5=CC=CC=C5)NC(=O)OC(C)(C)C)O)O)OC(=O)C6=CC=CC=C6)(CO4)OC(=O)C)OC)C)OC. Drug 2: CC1CCC2CC(C(=CC=CC=CC(CC(C(=O)C(C(C(=CC(C(=O)CC(OC(=O)C3CCCCN3C(=O)C(=O)C1(O2)O)C(C)CC4CCC(C(C4)OC)OCCO)C)C)O)OC)C)C)C)OC. Cell line: MCF7. Synergy scores: CSS=36.5, Synergy_ZIP=-6.08, Synergy_Bliss=-3.93, Synergy_Loewe=-3.80, Synergy_HSA=3.43. (3) Cell line: 786-0. Drug 2: C(CN)CNCCSP(=O)(O)O. Synergy scores: CSS=7.78, Synergy_ZIP=-3.22, Synergy_Bliss=1.21, Synergy_Loewe=-3.34, Synergy_HSA=-0.604. Drug 1: C1CNP(=O)(OC1)N(CCCl)CCCl. (4) Drug 1: C1=NC(=NC(=O)N1C2C(C(C(O2)CO)O)O)N. Drug 2: C1C(C(OC1N2C=NC(=NC2=O)N)CO)O. Cell line: SN12C. Synergy scores: CSS=9.59, Synergy_ZIP=-6.21, Synergy_Bliss=-1.30, Synergy_Loewe=-4.14, Synergy_HSA=-3.96. (5) Drug 1: CNC(=O)C1=CC=CC=C1SC2=CC3=C(C=C2)C(=NN3)C=CC4=CC=CC=N4. Drug 2: CCC1=C2CN3C(=CC4=C(C3=O)COC(=O)C4(CC)O)C2=NC5=C1C=C(C=C5)O. Cell line: CAKI-1. Synergy scores: CSS=44.7, Synergy_ZIP=-2.60, Synergy_Bliss=-6.90, Synergy_Loewe=-24.3, Synergy_HSA=-5.96.